From a dataset of Forward reaction prediction with 1.9M reactions from USPTO patents (1976-2016). Predict the product of the given reaction. (1) Given the reactants [CH2:1]([OH:23])[C@H:2]1[O:7][C@H:6]([O:8][CH2:9][C@H:10]2[O:14][C:13]([OH:17])([CH2:15][OH:16])[C@@H:12]([OH:18])[C@@H:11]2[OH:19])[C@H:5]([OH:20])[C@@H:4]([OH:21])[C@@H:3]1[OH:22].C(O)[C@H]1O[C@H](O[C@]2(CO)O[C@H](CO)[C@@H](O)[C@@H]2O)[C@H](O)[C@@H](O)[C@@H]1O, predict the reaction product. The product is: [CH2:1]([OH:23])[C@H:2]1[O:7][C@H:6]([O:8][CH2:9][C:10]([C@@H:11]([OH:19])[C@H:12]([OH:18])[C@H:13]([OH:17])[CH2:15][OH:16])=[O:14])[C@H:5]([OH:20])[C@@H:4]([OH:21])[C@@H:3]1[OH:22].[CH2:1]([OH:23])[C@H:2]1[O:7][C@H:6]([O:8][CH2:9][C@H:10]2[O:14][C:13]([OH:17])([CH2:15][OH:16])[C@@H:12]([OH:18])[C@@H:11]2[OH:19])[C@H:5]([OH:20])[C@@H:4]([OH:21])[C@@H:3]1[OH:22]. (2) Given the reactants [CH3:1][C:2]1[S:6][C:5]2[C:7]([C:11](O)=[O:12])=[CH:8][CH:9]=[CH:10][C:4]=2[CH:3]=1, predict the reaction product. The product is: [CH3:1][C:2]1[S:6][C:5]2[C:7]([CH2:11][OH:12])=[CH:8][CH:9]=[CH:10][C:4]=2[CH:3]=1. (3) Given the reactants [CH:1]1([N:7]2[C:11]3[CH:12]=[CH:13][C:14]([C:16]([OH:18])=[O:17])=[CH:15][C:10]=3[N:9]=[C:8]2[C:19]2[CH:28]=[C:27]3[C:22]([CH:23]=[CH:24][C:25](C4C=CC=CC=4)=[N:26]3)=[CH:21][CH:20]=2)[CH2:6][CH2:5][CH2:4][CH2:3][CH2:2]1.[C:35](O)(=O)[CH3:36].[OH-].[Na+], predict the reaction product. The product is: [CH:1]1([N:7]2[C:11]3[CH:12]=[CH:13][C:14]([C:16]([OH:18])=[O:17])=[CH:15][C:10]=3[N:9]=[C:8]2[C:19]2[CH:28]=[C:27]3[C:22]([CH:23]=[C:24]([C:36]4[CH:35]=[CH:3][CH:2]=[CH:1][CH:6]=4)[CH:25]=[N:26]3)=[CH:21][CH:20]=2)[CH2:2][CH2:3][CH2:4][CH2:5][CH2:6]1. (4) Given the reactants [Cl:1][C:2]1[CH:25]=[CH:24][C:5]([CH2:6][CH2:7][CH:8]2[CH2:13][CH2:12][N:11]([C:14]([O:16][N:17]3[C:21](=[O:22])[CH2:20][NH:19][C:18]3=[O:23])=[O:15])[CH2:10][CH2:9]2)=[CH:4][CH:3]=1.CI.[C:28]([O-])([O-])=O.[Cs+].[Cs+], predict the reaction product. The product is: [Cl:1][C:2]1[CH:25]=[CH:24][C:5]([CH2:6][CH2:7][CH:8]2[CH2:9][CH2:10][N:11]([C:14]([O:16][N:17]3[C:21](=[O:22])[CH2:20][N:19]([CH3:28])[C:18]3=[O:23])=[O:15])[CH2:12][CH2:13]2)=[CH:4][CH:3]=1. (5) Given the reactants [N:1]([CH2:4][C:5]1[C:6]([CH3:12])=[N:7][N:8]([CH3:11])[C:9]=1[Cl:10])=[N+]=[N-].C1C=CC(P(C2C=CC=CC=2)C2C=CC=CC=2)=CC=1.O.[NH4+].[OH-], predict the reaction product. The product is: [ClH:10].[Cl:10][C:9]1[N:8]([CH3:11])[N:7]=[C:6]([CH3:12])[C:5]=1[CH2:4][NH2:1]. (6) Given the reactants Cl[CH2:2][C:3]1[CH:8]=[CH:7][C:6]([CH2:9][N:10]2[CH2:15][CH2:14][N:13]([C:16]3[CH:21]=[CH:20][C:19]([F:22])=[CH:18][CH:17]=3)[CH2:12][CH2:11]2)=[CH:5][CH:4]=1.[C-:23]#[N:24].[Na+].[I-].[Na+], predict the reaction product. The product is: [F:22][C:19]1[CH:20]=[CH:21][C:16]([N:13]2[CH2:14][CH2:15][N:10]([CH2:9][C:6]3[CH:7]=[CH:8][C:3]([CH2:2][C:23]#[N:24])=[CH:4][CH:5]=3)[CH2:11][CH2:12]2)=[CH:17][CH:18]=1. (7) Given the reactants [CH3:1][O:2][C:3]1[CH:4]=[C:5]([NH:11][C:12]2[C:13]3[N:29]=[CH:28][S:27][C:14]=3[N:15]=[C:16]([N:18]3[CH2:23][CH2:22][CH2:21][CH:20]([C:24](O)=[O:25])[CH2:19]3)[N:17]=2)[CH:6]=[CH:7][C:8]=1[O:9][CH3:10].[NH2:30][C:31]1[CH:40]=[CH:39][C:34]([C:35]([O:37][CH3:38])=[O:36])=[C:33]([O:41][CH3:42])[CH:32]=1.CN1C=CN=C1.CCN=C=NCCCN(C)C, predict the reaction product. The product is: [CH3:1][O:2][C:3]1[CH:4]=[C:5]([NH:11][C:12]2[C:13]3[N:29]=[CH:28][S:27][C:14]=3[N:15]=[C:16]([N:18]3[CH2:23][CH2:22][CH2:21][CH:20]([C:24]([NH:30][C:31]4[CH:40]=[CH:39][C:34]([C:35]([O:37][CH3:38])=[O:36])=[C:33]([O:41][CH3:42])[CH:32]=4)=[O:25])[CH2:19]3)[N:17]=2)[CH:6]=[CH:7][C:8]=1[O:9][CH3:10]. (8) Given the reactants [CH3:1][O:2][C:3]1[CH:12]=[C:11]2[C:6]([N:7]=[CH:8][C:9](=[O:13])[NH:10]2)=[CH:5][CH:4]=1.[C:14]([Si:18]([O:31][CH2:32][CH:33]([F:36])[CH2:34]I)([C:25]1[CH:30]=[CH:29][CH:28]=[CH:27][CH:26]=1)[C:19]1[CH:24]=[CH:23][CH:22]=[CH:21][CH:20]=1)([CH3:17])([CH3:16])[CH3:15].C(=O)([O-])[O-].[Cs+].[Cs+].O, predict the reaction product. The product is: [Si:18]([O:31][CH2:32][CH:33]([F:36])[CH2:34][N:10]1[C:11]2[C:6](=[CH:5][CH:4]=[C:3]([O:2][CH3:1])[CH:12]=2)[N:7]=[CH:8][C:9]1=[O:13])([C:14]([CH3:16])([CH3:17])[CH3:15])([C:25]1[CH:26]=[CH:27][CH:28]=[CH:29][CH:30]=1)[C:19]1[CH:20]=[CH:21][CH:22]=[CH:23][CH:24]=1.